Dataset: Full USPTO retrosynthesis dataset with 1.9M reactions from patents (1976-2016). Task: Predict the reactants needed to synthesize the given product. (1) Given the product [CH3:13][N:10]1[C:9]2=[C:4]3[CH:3]=[C:2]([C:33]4[CH:32]=[CH:31][CH:30]=[C:29]([S:26]([CH3:25])(=[O:28])=[O:27])[CH:34]=4)[N:14]([S:15]([C:18]4[CH:24]=[CH:23][C:21]([CH3:22])=[CH:20][CH:19]=4)(=[O:17])=[O:16])[C:5]3=[N:6][CH:7]=[C:8]2[CH:12]=[N:11]1, predict the reactants needed to synthesize it. The reactants are: I[C:2]1[N:14]([S:15]([C:18]2[CH:24]=[CH:23][C:21]([CH3:22])=[CH:20][CH:19]=2)(=[O:17])=[O:16])[C:5]2=[N:6][CH:7]=[C:8]3[CH:12]=[N:11][N:10]([CH3:13])[C:9]3=[C:4]2[CH:3]=1.[CH3:25][S:26]([C:29]1[CH:30]=[C:31](B(O)O)[CH:32]=[CH:33][CH:34]=1)(=[O:28])=[O:27].C([O-])([O-])=O.[Na+].[Na+]. (2) Given the product [F:27][C:24]1[CH:25]=[CH:26][C:14]2[N:13]=[C:12]([C@@H:8]([NH2:7])[CH2:9][O:10][CH3:11])[N:16]([C:17]3[CH:18]=[CH:19][CH:20]=[CH:21][CH:22]=3)[C:15]=2[CH:23]=1, predict the reactants needed to synthesize it. The reactants are: C(OC(=O)[NH:7][C@H:8]([C:12]1[N:16]([C:17]2[CH:22]=[CH:21][CH:20]=[CH:19][CH:18]=2)[C:15]2[CH:23]=[C:24]([F:27])[CH:25]=[CH:26][C:14]=2[N:13]=1)[CH2:9][O:10][CH3:11])(C)(C)C.C(O)(C(F)(F)F)=O. (3) Given the product [Cl:13][C:11]1[CH:12]=[C:7]([N:5]([CH3:6])[C:4]2[N:3]=[C:1]([NH2:2])[NH:18][N:17]=2)[CH:8]=[C:9]([Cl:14])[CH:10]=1, predict the reactants needed to synthesize it. The reactants are: [C:1](/[N:3]=[C:4](\SC)/[N:5]([C:7]1[CH:12]=[C:11]([Cl:13])[CH:10]=[C:9]([Cl:14])[CH:8]=1)[CH3:6])#[N:2].[NH2:17][NH2:18]. (4) The reactants are: [NH:1]([C:3]1[N:8]=[CH:7][N:6]=[C:5]2[N:9]([C:12]3[CH:17]=[CH:16][CH:15]=[C:14]([O:18][CH3:19])[N:13]=3)[N:10]=[CH:11][C:4]=12)[NH2:2].[CH3:20][N:21]([CH3:36])[CH2:22][CH2:23][NH:24][S:25]([C:28]1[CH:33]=[CH:32][C:31]([CH:34]=O)=[CH:30][CH:29]=1)(=[O:27])=[O:26].COC1N=C(N2C3=NC=NC(NN=CC4C=CN=CC=4)=C3C=N2)C=CC=1. Given the product [CH3:20][N:21]([CH3:36])[CH2:22][CH2:23][NH:24][S:25]([C:28]1[CH:29]=[CH:30][C:31](/[CH:34]=[N:2]/[NH:1][C:3]2[N:8]=[CH:7][N:6]=[C:5]3[N:9]([C:12]4[CH:17]=[CH:16][CH:15]=[C:14]([O:18][CH3:19])[N:13]=4)[N:10]=[CH:11][C:4]=23)=[CH:32][CH:33]=1)(=[O:27])=[O:26], predict the reactants needed to synthesize it. (5) Given the product [CH2:10]([CH:4]([CH2:1][CH2:2][CH3:3])[CH2:5][CH2:6][CH2:7][CH:8]1[CH2:9][O:18]1)[CH2:11][CH3:12], predict the reactants needed to synthesize it. The reactants are: [CH2:1]([CH:4]([CH2:10][CH2:11][CH3:12])[CH2:5][CH2:6][CH2:7][CH:8]=[CH2:9])[CH2:2][CH3:3].ClC1C=C(C=CC=1)C(OO)=[O:18]. (6) Given the product [NH2:22][C:20]1[S:21][C:5]([C:6]([O:8][CH2:9][CH3:10])=[O:7])=[CH:4][N:19]=1, predict the reactants needed to synthesize it. The reactants are: C(O[CH:4]=[CH:5][C:6]([O:8][CH2:9][CH3:10])=[O:7])C.C1C(=O)N(Br)C(=O)C1.[NH2:19][C:20]([NH2:22])=[S:21].[NH4+].[OH-]. (7) Given the product [Br:1][C:2]1[C:3]([C:4]#[N:5])=[CH:6][C:7]([F:11])=[C:8]([NH:28][C@H:14]([CH2:15][C:16]2[CH:21]=[CH:20][C:19]([C:22]3[CH:23]=[CH:24][N:25]=[CH:26][CH:27]=3)=[CH:18][CH:17]=2)[C:13]([NH2:12])=[O:36])[CH:9]=1, predict the reactants needed to synthesize it. The reactants are: [Br:1][C:2]1[CH:9]=[C:8](F)[C:7]([F:11])=[CH:6][C:3]=1[C:4]#[N:5].[NH2:12][C:13](=[O:36])[C@H:14]([NH:28]C(=O)OC(C)(C)C)[CH2:15][C:16]1[CH:21]=[CH:20][C:19]([C:22]2[CH:27]=[CH:26][N:25]=[CH:24][CH:23]=2)=[CH:18][CH:17]=1.CCN(C(C)C)C(C)C.CC(O)=O. (8) Given the product [CH:39]1([CH2:42][N:6]([CH2:5][C:4]2[CH:27]=[CH:28][C:29]([O:30][CH2:31][CH2:32][N:33]3[CH2:38][CH2:37][CH2:36][CH2:35][CH2:34]3)=[C:2]([F:1])[CH:3]=2)[C:7]2[CH:12]=[C:11]([O:13][CH3:14])[CH:10]=[CH:9][C:8]=2[CH:15]2[CH2:24][CH2:23][C:22]3[C:17](=[CH:18][CH:19]=[C:20]([O:25][CH3:26])[CH:21]=3)[CH2:16]2)[CH2:41][CH2:40]1, predict the reactants needed to synthesize it. The reactants are: [F:1][C:2]1[CH:3]=[C:4]([CH:27]=[CH:28][C:29]=1[O:30][CH2:31][CH2:32][N:33]1[CH2:38][CH2:37][CH2:36][CH2:35][CH2:34]1)[CH2:5][NH:6][C:7]1[CH:12]=[C:11]([O:13][CH3:14])[CH:10]=[CH:9][C:8]=1[CH:15]1[CH2:24][CH2:23][C:22]2[C:17](=[CH:18][CH:19]=[C:20]([O:25][CH3:26])[CH:21]=2)[CH2:16]1.[CH:39]1([C:42](Cl)=O)[CH2:41][CH2:40]1. (9) Given the product [Cl:18][C:19]1[C:24]([O:25][CH3:26])=[CH:23][C:22]([O:27][CH3:28])=[C:21]([Cl:29])[C:20]=1[C:30]1[C:41](=[O:42])[N:40]([CH2:2][CH2:3][O:4][CH:5]2[CH2:10][CH2:9][CH2:8][N:7]([C:11]([O:13][C:14]([CH3:17])([CH3:16])[CH3:15])=[O:12])[CH2:6]2)[C:33]2[N:34]=[C:35]([S:38][CH3:39])[N:36]=[CH:37][C:32]=2[CH:31]=1, predict the reactants needed to synthesize it. The reactants are: I[CH2:2][CH2:3][O:4][CH:5]1[CH2:10][CH2:9][CH2:8][N:7]([C:11]([O:13][C:14]([CH3:17])([CH3:16])[CH3:15])=[O:12])[CH2:6]1.[Cl:18][C:19]1[C:24]([O:25][CH3:26])=[CH:23][C:22]([O:27][CH3:28])=[C:21]([Cl:29])[C:20]=1[C:30]1[C:41](=[O:42])[NH:40][C:33]2[N:34]=[C:35]([S:38][CH3:39])[N:36]=[CH:37][C:32]=2[CH:31]=1.C([O-])([O-])=O.[K+].[K+]. (10) Given the product [CH2:2]([C:4]1[C:9]([F:10])=[CH:8][CH:7]=[CH:6][C:5]=1[N:11]1[CH2:12][CH2:13][N:14]([CH2:32][CH2:31][CH2:30][CH2:29][O:28][C:24]2[N:25]=[C:26]3[C:21]([CH2:20][CH2:19][C:18](=[O:17])[NH:27]3)=[CH:22][CH:23]=2)[CH2:15][CH2:16]1)[CH3:3], predict the reactants needed to synthesize it. The reactants are: Cl.[CH2:2]([C:4]1[C:9]([F:10])=[CH:8][CH:7]=[CH:6][C:5]=1[N:11]1[CH2:16][CH2:15][NH:14][CH2:13][CH2:12]1)[CH3:3].[O:17]=[C:18]1[NH:27][C:26]2[N:25]=[C:24]([O:28][CH2:29][CH2:30][CH2:31][CH:32]=O)[CH:23]=[CH:22][C:21]=2[CH2:20][CH2:19]1.